The task is: Predict the product of the given reaction.. This data is from Forward reaction prediction with 1.9M reactions from USPTO patents (1976-2016). (1) Given the reactants [Cl:1][C:2]1[N:7]=[C:6](Cl)[N:5]=[C:4]([N:9]2[CH2:14][CH2:13][N:12]([C:15]([O:17][C:18]([CH3:21])([CH3:20])[CH3:19])=[O:16])[CH2:11][CH2:10]2)[N:3]=1.[OH-:22].[Na+], predict the reaction product. The product is: [Cl:1][C:2]1[NH:7][C:6](=[O:22])[N:5]=[C:4]([N:9]2[CH2:14][CH2:13][N:12]([C:15]([O:17][C:18]([CH3:21])([CH3:20])[CH3:19])=[O:16])[CH2:11][CH2:10]2)[N:3]=1. (2) Given the reactants C(OC([NH:8][C@@H:9]([CH:46]([C:54]1[CH:59]=[CH:58][C:57]([F:60])=[CH:56][CH:55]=1)[C:47]1[CH:52]=[CH:51][C:50]([F:53])=[CH:49][CH:48]=1)[C:10]([NH:12][C:13]1[CH:44]=[CH:43][CH:42]=[C:41]([F:45])[C:14]=1[CH2:15][CH2:16][C@H:17]1[CH2:24][N:23](C(OC(C)(C)C)=O)[CH2:22][C:19]2([CH2:21][CH2:20]2)[N:18]1[S:32]([C:35]1[CH:40]=[CH:39][CH:38]=[CH:37][CH:36]=1)(=[O:34])=[O:33])=[O:11])=O)(C)(C)C.C(O)(C(F)(F)F)=O, predict the reaction product. The product is: [NH2:8][C@@H:9]([CH:46]([C:47]1[CH:48]=[CH:49][C:50]([F:53])=[CH:51][CH:52]=1)[C:54]1[CH:55]=[CH:56][C:57]([F:60])=[CH:58][CH:59]=1)[C:10]([NH:12][C:13]1[CH:44]=[CH:43][CH:42]=[C:41]([F:45])[C:14]=1[CH2:15][CH2:16][C@H:17]1[CH2:24][NH:23][CH2:22][C:19]2([CH2:20][CH2:21]2)[N:18]1[S:32]([C:35]1[CH:40]=[CH:39][CH:38]=[CH:37][CH:36]=1)(=[O:33])=[O:34])=[O:11].